Dataset: Peptide-MHC class II binding affinity with 134,281 pairs from IEDB. Task: Regression. Given a peptide amino acid sequence and an MHC pseudo amino acid sequence, predict their binding affinity value. This is MHC class II binding data. (1) The peptide sequence is MKLNFSLRLRI. The MHC is DRB1_0301 with pseudo-sequence DRB1_0301. The binding affinity (normalized) is 0. (2) The peptide sequence is EKKYFAAIQFEPLAA. The MHC is HLA-DPA10103-DPB10401 with pseudo-sequence HLA-DPA10103-DPB10401. The binding affinity (normalized) is 0.996. (3) The peptide sequence is QIHQYIMALREEYFD. The MHC is HLA-DPA10201-DPB10101 with pseudo-sequence HLA-DPA10201-DPB10101. The binding affinity (normalized) is 0.129. (4) The peptide sequence is FAESNSGGDVVHLALMA. The MHC is DRB1_1101 with pseudo-sequence DRB1_1101. The binding affinity (normalized) is 0.130. (5) The peptide sequence is SPFKQAAAGDKPS. The MHC is HLA-DQA10501-DQB10301 with pseudo-sequence HLA-DQA10501-DQB10301. The binding affinity (normalized) is 0. (6) The peptide sequence is VHFQPLPPAVVKLSDALIAT. The MHC is DRB1_1101 with pseudo-sequence DRB1_1101. The binding affinity (normalized) is 0.280. (7) The peptide sequence is YFRNEQSIPPLIKKY. The MHC is DRB1_1001 with pseudo-sequence DRB1_1001. The binding affinity (normalized) is 0.497. (8) The peptide sequence is EVVNDVSTFSSGLVW. The MHC is DRB3_0202 with pseudo-sequence DRB3_0202. The binding affinity (normalized) is 0.156. (9) The MHC is HLA-DQA10501-DQB10201 with pseudo-sequence HLA-DQA10501-DQB10201. The binding affinity (normalized) is 0.358. The peptide sequence is AYDTYKSIPSLEAAV. (10) The peptide sequence is QDKLCGSLIGMTNRA. The MHC is HLA-DQA10201-DQB10303 with pseudo-sequence HLA-DQA10201-DQB10303. The binding affinity (normalized) is 0.536.